Dataset: Reaction yield outcomes from USPTO patents with 853,638 reactions. Task: Predict the reaction yield, written as a fraction of the theoretical maximum amount of product (1.0 means a 100% yield; for example, 0.34 means a 34% yield). (1) The reactants are Br[C:2]1[CH:3]=[C:4]([N:22]([CH:25]2[CH2:29][CH2:28][CH2:27][CH2:26]2)[CH2:23][CH3:24])[C:5]([CH3:21])=[C:6]([CH:20]=1)[C:7]([NH:9][CH2:10][C:11]1[C:12](=[O:19])[NH:13][C:14]([CH3:18])=[CH:15][C:16]=1[CH3:17])=[O:8].[O:30]1[CH2:35][CH2:34][N:33]([CH2:36][C:37]2[CH:42]=[CH:41][C:40](B(O)O)=[CH:39][CH:38]=2)[CH2:32][CH2:31]1.C([O-])([O-])=O.[Na+].[Na+]. The catalyst is O1CCOCC1.O.C1C=CC([P]([Pd]([P](C2C=CC=CC=2)(C2C=CC=CC=2)C2C=CC=CC=2)([P](C2C=CC=CC=2)(C2C=CC=CC=2)C2C=CC=CC=2)[P](C2C=CC=CC=2)(C2C=CC=CC=2)C2C=CC=CC=2)(C2C=CC=CC=2)C2C=CC=CC=2)=CC=1. The product is [CH:25]1([N:22]([CH2:23][CH3:24])[C:4]2[C:5]([CH3:21])=[C:6]([C:7]([NH:9][CH2:10][C:11]3[C:12](=[O:19])[NH:13][C:14]([CH3:18])=[CH:15][C:16]=3[CH3:17])=[O:8])[CH:20]=[C:2]([C:40]3[CH:39]=[CH:38][C:37]([CH2:36][N:33]4[CH2:34][CH2:35][O:30][CH2:31][CH2:32]4)=[CH:42][CH:41]=3)[CH:3]=2)[CH2:29][CH2:28][CH2:27][CH2:26]1. The yield is 0.410. (2) The reactants are [H][H].[NH2:3][CH2:4][CH2:5][CH2:6][CH2:7][CH2:8][CH2:9][CH2:10][CH2:11][CH2:12][CH2:13][CH2:14][C:15]([NH:17][O:18]CC1C=CC=CC=1)=[O:16]. The catalyst is [Pd].C(O)C. The product is [NH2:3][CH2:4][CH2:5][CH2:6][CH2:7][CH2:8][CH2:9][CH2:10][CH2:11][CH2:12][CH2:13][CH2:14][C:15]([NH:17][OH:18])=[O:16]. The yield is 0.660. (3) The reactants are [CH2:1]([C:3]1[N:8]=[C:7]([CH2:9][CH2:10][CH3:11])[N:6]([CH2:12][C:13]2[CH:18]=[CH:17][C:16]([C:19]3[CH:24]=[CH:23][CH:22]=[CH:21][C:20]=3[C:25]3[NH:29][C:28](=[O:30])[O:27][N:26]=3)=[CH:15][CH:14]=2)[C:5](=[O:31])[C:4]=1[C:32]1[CH:33]=[C:34]2[C:39](=[CH:40][CH:41]=1)[O:38][C:37]([CH3:43])([CH3:42])[CH2:36][CH:35]2[OH:44])[CH3:2].CC(OI1(OC(C)=O)(OC(C)=O)OC(=O)C2C1=CC=CC=2)=O. The catalyst is ClCCl.C(OCC)(=O)C. The product is [CH3:43][C:37]1([CH3:42])[CH2:36][C:35](=[O:44])[C:34]2[C:39](=[CH:40][CH:41]=[C:32]([C:4]3[C:5](=[O:31])[N:6]([CH2:12][C:13]4[CH:18]=[CH:17][C:16]([C:19]5[CH:24]=[CH:23][CH:22]=[CH:21][C:20]=5[C:25]5[NH:29][C:28](=[O:30])[O:27][N:26]=5)=[CH:15][CH:14]=4)[C:7]([CH2:9][CH2:10][CH3:11])=[N:8][C:3]=3[CH2:1][CH3:2])[CH:33]=2)[O:38]1. The yield is 0.810. (4) The reactants are [CH3:1][CH:2]([CH3:19])[CH:3]([N:12]1CCC(=O)CC1)[C:4]#[C:5][C:6]1[CH:11]=[CH:10][CH:9]=[CH:8][CH:7]=1.[Cl-].[NH4+]. No catalyst specified. The product is [CH3:1][CH:2]([CH3:19])[CH:3]([NH2:12])[C:4]#[C:5][C:6]1[CH:11]=[CH:10][CH:9]=[CH:8][CH:7]=1. The yield is 0.640. (5) The reactants are I[C:2]1[S:3][CH:4]=[CH:5][CH:6]=1.[CH2:7]([NH2:12])[CH2:8][CH2:9][CH2:10][CH3:11].[O-]P([O-])([O-])=O.[K+].[K+].[K+].O. The catalyst is CN(C)CCO. The product is [CH2:7]([NH:12][C:2]1[S:3][CH:4]=[CH:5][CH:6]=1)[CH2:8][CH2:9][CH2:10][CH3:11]. The yield is 0.530. (6) The reactants are ClC1C=CC=C(C(OO)=[O:9])C=1.C(OCC)(=O)C.[Br:18][C:19]1[CH:24]=[C:23]([S:25][CH3:26])[CH:22]=[C:21]([F:27])[CH:20]=1.[OH2:28]. No catalyst specified. The product is [Br:18][C:19]1[CH:24]=[C:23]([S:25]([CH3:26])(=[O:9])=[O:28])[CH:22]=[C:21]([F:27])[CH:20]=1. The yield is 0.980. (7) The reactants are CCCP1(OP(CCC)(=O)OP(CCC)(=O)O1)=O.C(OCC)(=O)C.[NH2:25][C:26]1[CH:27]=[CH:28][C:29]([F:43])=[C:30]([C@:32]23[CH2:40][O:39][CH2:38][C@@:37]2([F:41])[CH2:36][S:35][C:34]([NH2:42])=[N:33]3)[CH:31]=1.[O:44]1[CH2:47][CH2:46][CH:45]1[CH2:48][O:49][C:50]1[N:51]=[CH:52][C:53]([C:56](O)=[O:57])=[N:54][CH:55]=1. The catalyst is ClCCl. The product is [NH2:42][C:34]1[S:35][CH2:36][C@:37]2([F:41])[CH2:38][O:39][CH2:40][C@:32]2([C:30]2[CH:31]=[C:26]([NH:25][C:56]([C:53]3[CH:52]=[N:51][C:50]([O:49][CH2:48][CH:45]4[CH2:46][CH2:47][O:44]4)=[CH:55][N:54]=3)=[O:57])[CH:27]=[CH:28][C:29]=2[F:43])[N:33]=1. The yield is 0.280. (8) The yield is 0.100. The reactants are [F:1][C:2]([F:46])([F:45])[C:3]1[CH:4]=[C:5]([CH:13]([N:15]([CH2:27][C:28]2[C:33]([N:34]([CH2:37][CH:38]3[CH2:42][CH2:41][CH2:40][CH2:39]3)[CH2:35][CH3:36])=[CH:32][CH:31]=[C:30]([O:43][CH3:44])[N:29]=2)[C:16]2[N:21]=[CH:20][C:19]([O:22][CH2:23][CH2:24][S:25][CH3:26])=[CH:18][N:17]=2)[CH3:14])[CH:6]=[C:7]([C:9]([F:12])([F:11])[F:10])[CH:8]=1.OO.[S:49]([O-:52])([O-])=[O:50].[Na+].[Na+].[C:55](#N)C. The catalyst is [Cl-].[Cl-].[Mo+2](=O)=O. The product is [F:46][C:2]([F:1])([F:45])[C:3]1[CH:4]=[C:5]([CH:13]([N:15]([CH2:27][C:28]2[C:33]([N:34]([CH2:37][CH:38]3[CH2:39][CH2:40][CH2:41][CH2:42]3)[CH2:35][CH3:36])=[CH:32][CH:31]=[C:30]([O:43][CH3:44])[N:29]=2)[C:16]2[N:17]=[CH:18][C:19]([O:22][CH2:23][CH2:24][S:25]([CH3:26])=[O:50])=[CH:20][N:21]=2)[CH3:14])[CH:6]=[C:7]([C:9]([F:10])([F:11])[F:12])[CH:8]=1.[F:46][C:2]([F:1])([F:45])[C:3]1[CH:4]=[C:5]([CH:13]([N:15]([CH2:27][C:28]2[C:33]([N:34]([CH2:37][CH:38]3[CH2:39][CH2:40][CH2:41][CH2:42]3)[CH2:35][CH3:36])=[CH:32][CH:31]=[C:30]([O:43][CH3:44])[N:29]=2)[C:16]2[N:17]=[CH:18][C:19]([O:22][CH2:23][CH2:24][S:49]([CH3:55])(=[O:52])=[O:50])=[CH:20][N:21]=2)[CH3:14])[CH:6]=[C:7]([C:9]([F:11])([F:10])[F:12])[CH:8]=1.